This data is from Catalyst prediction with 721,799 reactions and 888 catalyst types from USPTO. The task is: Predict which catalyst facilitates the given reaction. (1) Reactant: FC(F)(F)C(O)=O.[Br:8][C:9]1[CH:10]=[CH:11][C:12]([NH:15][C:16]2[CH:21]=[CH:20][C:19]([CH:22]3[O:27][CH2:26][CH2:25][N:24](C(OC(C)(C)C)=O)[CH2:23]3)=[CH:18][C:17]=2[CH3:35])=[N:13][CH:14]=1.CCOC(C)=O.C1COCC1. Product: [Br:8][C:9]1[CH:10]=[CH:11][C:12]([NH:15][C:16]2[CH:21]=[CH:20][C:19]([CH:22]3[O:27][CH2:26][CH2:25][NH:24][CH2:23]3)=[CH:18][C:17]=2[CH3:35])=[N:13][CH:14]=1. The catalyst class is: 192. (2) Reactant: [CH:1]([OH:4])([CH3:3])[CH3:2].[H-].[Na+].[Br:7][C:8]1[C:13]([CH2:14]Br)=[CH:12][CH:11]=[CH:10][N:9]=1.O. Product: [Br:7][C:8]1[C:13]([CH2:14][O:4][CH:1]([CH3:3])[CH3:2])=[CH:12][CH:11]=[CH:10][N:9]=1. The catalyst class is: 9. (3) Reactant: [NH2:1][C:2]1[CH:31]=[CH:30][C:5]([CH2:6][C:7]2[NH:15][C:14]3[C:13](=[O:16])[N:12]([CH2:17][C:18]4[CH:23]=[CH:22][CH:21]=[CH:20][C:19]=4[F:24])[C:11](=[O:25])[N:10]([CH2:26][CH:27]4[CH2:29][CH2:28]4)[C:9]=3[N:8]=2)=[CH:4][CH:3]=1.[CH3:32][N:33]1[CH:37]=[C:36]([C:38](O)=[O:39])[CH:35]=[N:34]1.C(N(CC)C(C)C)(C)C. Product: [CH:27]1([CH2:26][N:10]2[C:9]3[N:8]=[C:7]([CH2:6][C:5]4[CH:4]=[CH:3][C:2]([NH:1][C:38]([C:36]5[CH:35]=[N:34][N:33]([CH3:32])[CH:37]=5)=[O:39])=[CH:31][CH:30]=4)[NH:15][C:14]=3[C:13](=[O:16])[N:12]([CH2:17][C:18]3[CH:23]=[CH:22][CH:21]=[CH:20][C:19]=3[F:24])[C:11]2=[O:25])[CH2:28][CH2:29]1. The catalyst class is: 9. (4) Reactant: [CH3:1][CH:2]([CH3:25])[C:3](=O)[C:4]#[C:5][C:6]1[CH:7]=[CH:8][C:9]2[N:10]([C:12]([CH2:15][NH:16][C:17](=[O:23])[O:18][C:19]([CH3:22])([CH3:21])[CH3:20])=[N:13][N:14]=2)[N:11]=1.[NH2:26]OS(O)(=O)=O.C(=O)(O)[O-].[Na+].[SH-:37].[Na+]. Product: [CH:2]([C:3]1[CH:4]=[C:5]([C:6]2[CH:7]=[CH:8][C:9]3[N:10]([C:12]([CH2:15][NH:16][C:17](=[O:23])[O:18][C:19]([CH3:22])([CH3:21])[CH3:20])=[N:13][N:14]=3)[N:11]=2)[S:37][N:26]=1)([CH3:25])[CH3:1]. The catalyst class is: 127. (5) Reactant: [O:1]1[CH2:6][CH2:5][CH:4]([C@@H:7]([NH2:9])[CH3:8])[CH2:3][CH2:2]1.C(N(CC)C(C)C)(C)C.[Br:19][C:20]1[C:21](Cl)=[N:22][C:23]([Cl:26])=[N:24][CH:25]=1. Product: [Br:19][C:20]1[C:21]([NH:9][C@H:7]([CH:4]2[CH2:5][CH2:6][O:1][CH2:2][CH2:3]2)[CH3:8])=[N:22][C:23]([Cl:26])=[N:24][CH:25]=1. The catalyst class is: 162. (6) Reactant: [CH3:1][C:2]1[C:3]([N:8](COCCOC)[S:9]([C:12]2[S:13][C:14]([CH3:41])=[CH:15][C:16]=2[C:17]2[CH:22]=[CH:21][C:20]([CH2:23][N:24]3[C:32]4[CH:31]=[C:30]([CH2:33][CH3:34])[N:29]=[C:28]([CH3:35])[C:27]=4[C:26]([CH3:36])=[N:25]3)=[CH:19][C:18]=2[CH2:37][O:38][CH2:39][CH3:40])(=[O:11])=[O:10])=[N:4][O:5][C:6]=1[CH3:7].C(O)C.Cl.C(=O)(O)[O-].[Na+]. Product: [CH3:1][C:2]1[C:3]([NH:8][S:9]([C:12]2[S:13][C:14]([CH3:41])=[CH:15][C:16]=2[C:17]2[CH:22]=[CH:21][C:20]([CH2:23][N:24]3[C:32]4[CH:31]=[C:30]([CH2:33][CH3:34])[N:29]=[C:28]([CH3:35])[C:27]=4[C:26]([CH3:36])=[N:25]3)=[CH:19][C:18]=2[CH2:37][O:38][CH2:39][CH3:40])(=[O:10])=[O:11])=[N:4][O:5][C:6]=1[CH3:7]. The catalyst class is: 211. (7) Reactant: [Cl:1][C:2]1[C:3]([C:23]([OH:25])=O)=[CH:4][C:5]2[N:6]([C:8]([S:14]([N:17]3[CH2:20][C:19]([F:22])([F:21])[CH2:18]3)(=[O:16])=[O:15])=[C:9]([CH:11]([CH3:13])[CH3:12])[N:10]=2)[CH:7]=1.C(Cl)(=O)C(Cl)=O.CN(C=O)C.C(N(CC)C(C)C)(C)C.[CH3:46][C:47]1[CH:51]=[C:50]([NH2:52])[O:49][N:48]=1.C(=O)([O-])O.[Na+]. Product: [Cl:1][C:2]1[C:3]([C:23]([NH:52][C:50]2[O:49][N:48]=[C:47]([CH3:46])[CH:51]=2)=[O:25])=[CH:4][C:5]2[N:6]([C:8]([S:14]([N:17]3[CH2:20][C:19]([F:22])([F:21])[CH2:18]3)(=[O:15])=[O:16])=[C:9]([CH:11]([CH3:13])[CH3:12])[N:10]=2)[CH:7]=1. The catalyst class is: 68.